This data is from Aqueous solubility values for 9,982 compounds from the AqSolDB database. The task is: Regression/Classification. Given a drug SMILES string, predict its absorption, distribution, metabolism, or excretion properties. Task type varies by dataset: regression for continuous measurements (e.g., permeability, clearance, half-life) or binary classification for categorical outcomes (e.g., BBB penetration, CYP inhibition). For this dataset (solubility_aqsoldb), we predict Y. The molecule is Cc1cc(C)nc(NC(=O)NS(=O)(=O)c2ccccc2C(=O)OC2COC2)n1. The Y is -3.89 log mol/L.